From a dataset of Full USPTO retrosynthesis dataset with 1.9M reactions from patents (1976-2016). Predict the reactants needed to synthesize the given product. (1) Given the product [CH3:1][O:2][C:3]1[CH:4]=[CH:5][C:6]([N:9]([CH2:10][CH2:11][CH2:12][O:13][C:14]2[CH:23]=[CH:22][C:21]3[C:16](=[CH:17][CH:18]=[CH:19][CH:20]=3)[CH:15]=2)[CH3:24])=[CH:7][CH:8]=1, predict the reactants needed to synthesize it. The reactants are: [CH3:1][O:2][C:3]1[CH:8]=[CH:7][C:6]([NH:9][CH2:10][CH2:11][CH2:12][O:13][C:14]2[CH:23]=[CH:22][C:21]3[C:16](=[CH:17][CH:18]=[CH:19][CH:20]=3)[CH:15]=2)=[CH:5][CH:4]=1.[CH3:24]I. (2) Given the product [C:16]([O:15][C:13]([NH:12][CH2:11][C:6]1[CH:7]=[CH:8][CH:9]=[CH:10][C:5]=1[CH2:4][C:3]([OH:20])=[O:2])=[O:14])([CH3:19])([CH3:17])[CH3:18], predict the reactants needed to synthesize it. The reactants are: C[O:2][C:3](=[O:20])[CH2:4][C:5]1[CH:10]=[CH:9][CH:8]=[CH:7][C:6]=1[CH2:11][NH:12][C:13]([O:15][C:16]([CH3:19])([CH3:18])[CH3:17])=[O:14].O.[OH-].[Li+].